From a dataset of Full USPTO retrosynthesis dataset with 1.9M reactions from patents (1976-2016). Predict the reactants needed to synthesize the given product. (1) Given the product [N:15]1([CH2:14][CH2:13][N:9]2[C:10]3[C:6](=[CH:5][C:4]([NH2:1])=[CH:12][CH:11]=3)[CH:7]=[N:8]2)[CH2:19][CH2:18][CH2:17][CH2:16]1, predict the reactants needed to synthesize it. The reactants are: [N+:1]([C:4]1[CH:5]=[C:6]2[C:10](=[CH:11][CH:12]=1)[N:9]([CH2:13][CH2:14][N:15]1[CH2:19][CH2:18][CH2:17][CH2:16]1)[N:8]=[CH:7]2)([O-])=O. (2) Given the product [C:10]([C:11]1[S:15][CH:14]=[N:13][C:12]=1[CH2:16][OH:17])#[CH:9], predict the reactants needed to synthesize it. The reactants are: C(=O)([O-])[O-].[K+].[K+].C[Si](C)(C)[C:9]#[C:10][C:11]1[S:15][CH:14]=[N:13][C:12]=1[CH2:16][OH:17].C(O)(=O)CC(CC(O)=O)(C(O)=O)O. (3) Given the product [CH2:1]([O:8][C:9]([NH:11][CH2:12][CH2:13][CH2:14][CH2:15][C@H:16]([O:27][P:28]([CH:30]([NH:34][C:35](=[O:44])[CH2:36][CH2:37][C:38]1[CH:43]=[CH:42][CH:41]=[CH:40][CH:39]=1)[CH:31]([CH3:33])[CH3:32])([OH:46])=[O:29])[C:17]([O:19][CH2:20][C:21]1[CH:22]=[CH:23][CH:24]=[CH:25][CH:26]=1)=[O:18])=[O:10])[C:2]1[CH:3]=[CH:4][CH:5]=[CH:6][CH:7]=1, predict the reactants needed to synthesize it. The reactants are: [CH2:1]([O:8][C:9]([NH:11][CH2:12][CH2:13][CH2:14][CH2:15][C@H:16]([O:27][PH:28]([CH:30]([NH:34][C:35](=[O:44])[CH2:36][CH2:37][C:38]1[CH:43]=[CH:42][CH:41]=[CH:40][CH:39]=1)[CH:31]([CH3:33])[CH3:32])=[O:29])[C:17]([O:19][CH2:20][C:21]1[CH:26]=[CH:25][CH:24]=[CH:23][CH:22]=1)=[O:18])=[O:10])[C:2]1[CH:7]=[CH:6][CH:5]=[CH:4][CH:3]=1.I([O-])(=O)(=O)=[O:46].[Na+]. (4) Given the product [CH2:1]([O:3][C:4]([C@H:6]1[CH2:7][CH2:8][C@H:9]([C:12]2[S:13][C:14]([Br:18])=[C:15]([CH3:17])[N:16]=2)[CH2:10][CH2:11]1)=[O:5])[CH3:2], predict the reactants needed to synthesize it. The reactants are: [CH2:1]([O:3][C:4]([C@H:6]1[CH2:11][CH2:10][C@H:9]([C:12]2[S:13][CH:14]=[C:15]([CH3:17])[N:16]=2)[CH2:8][CH2:7]1)=[O:5])[CH3:2].[Br:18]N1C(=O)CCC1=O. (5) Given the product [CH3:97][CH2:96][CH2:100][CH2:53][CH2:52][CH2:51][CH2:50][CH:48]([C:47]1[C:92]([O:94][CH2:87][C:88]([OH:90])=[O:89])=[CH:91][CH:95]=[CH:44][CH:43]=1)[CH3:49], predict the reactants needed to synthesize it. The reactants are: CC[C@@H]1N[C:44](=O)[C@H:43]([C@H:47](O)[C@@H:48]([CH2:50]/[CH:51]=[CH:52]/[CH3:53])[CH3:49])N(C)C(=O)[C@H](C(C)C)N(C)C(=O)[C@H](CC(C)C)N(C)C(=O)[C@H](CC(C)C)N(C)C(=O)[C@@H](C)NC(=O)[C@H](C)NC(=O)[C@H](CC(C)C)N(C)C(=O)[C@H](C(C)C)NC(=O)[C@H](CC(C)C)N(C)C(=O)CN(C)C1=O.C[CH:87]1[O:94][C:92](=O)[CH:91]([CH3:95])[O:90][C:88]1=[O:89].[CH2:96]1[CH2:100]OC[CH2:97]1. (6) Given the product [NH2:4][C:5]1[N:10]=[CH:9][N:8]=[C:7]2[N:11]([CH:22]([C:24]3[O:25][C:26](=[O:46])[C:27]4[C:32]([C:33]=3[C:34]3[CH:35]=[CH:36][C:37]([CH2:40][CH2:41][CH2:42][N:43]([CH3:44])[CH3:45])=[CH:38][CH:39]=3)=[CH:31][CH:30]=[CH:29][CH:28]=4)[CH3:23])[N:12]=[C:13]([C:14]3[CH:19]=[C:18]([OH:20])[CH:17]=[C:16]([F:21])[CH:15]=3)[C:6]=12, predict the reactants needed to synthesize it. The reactants are: C(O)=O.[NH2:4][C:5]1[N:10]=[CH:9][N:8]=[C:7]2[N:11]([CH:22]([C:24]3[O:25][C:26](=[O:46])[C:27]4[C:32]([C:33]=3[C:34]3[CH:39]=[CH:38][C:37]([CH2:40][CH2:41][CH2:42][N:43]([CH3:45])[CH3:44])=[CH:36][CH:35]=3)=[CH:31][CH:30]=[CH:29][CH:28]=4)[CH3:23])[N:12]=[C:13]([C:14]3[CH:19]=[C:18]([OH:20])[CH:17]=[C:16]([F:21])[CH:15]=3)[C:6]=12. (7) Given the product [Cl:35][C:32]1[CH:33]=[CH:34][C:29]([S:26]([CH:17]([C:18]2[CH:23]=[C:22]([F:24])[CH:21]=[CH:20][C:19]=2[F:25])[C:13]2[N:12]=[C:11]([NH2:10])[CH:16]=[CH:15][CH:14]=2)(=[O:28])=[O:27])=[CH:30][CH:31]=1, predict the reactants needed to synthesize it. The reactants are: C(O)C.C(OC(=O)[NH:10][C:11]1[CH:16]=[CH:15][CH:14]=[C:13]([CH:17]([S:26]([C:29]2[CH:34]=[CH:33][C:32]([Cl:35])=[CH:31][CH:30]=2)(=[O:28])=[O:27])[C:18]2[CH:23]=[C:22]([F:24])[CH:21]=[CH:20][C:19]=2[F:25])[N:12]=1)(C)(C)C.Cl. (8) Given the product [C:14]1([C:30](=[O:33])[C:31]#[CH:32])[C:27]2[C:28]3=[C:29]4[C:24](=[CH:25][CH:26]=2)[CH:23]=[CH:22][CH:21]=[C:20]4[CH:19]=[CH:18][C:17]3=[CH:16][CH:15]=1, predict the reactants needed to synthesize it. The reactants are: CC(C)=O.OS(O)(=O)=O.O=[Cr](=O)=O.[C:14]1([CH:30]([OH:33])[C:31]#[CH:32])[C:27]2[C:28]3=[C:29]4[C:24](=[CH:25][CH:26]=2)[CH:23]=[CH:22][CH:21]=[C:20]4[CH:19]=[CH:18][C:17]3=[CH:16][CH:15]=1.[OH-].[Na+]. (9) Given the product [Br:1][C:2]1[C:7]([Cl:8])=[CH:6][C:5]([N:9]2[C:29](=[O:38])[NH:26][C:19]([C:17]3[S:18][C:14]([Br:13])=[CH:15][CH:16]=3)=[N:10]2)=[C:4]([O:11][CH3:12])[CH:3]=1, predict the reactants needed to synthesize it. The reactants are: [Br:1][C:2]1[C:7]([Cl:8])=[CH:6][C:5]([NH:9][NH2:10])=[C:4]([O:11][CH3:12])[CH:3]=1.[Br:13][C:14]1[S:18][C:17]([C:19](=O)C(O)=O)=[CH:16][CH:15]=1.C([N:26]([CH2:29]C)CC)C.C1(P(N=[N+]=[N-])(C2C=CC=CC=2)=[O:38])C=CC=CC=1. (10) Given the product [CH:1]1[C:13]2[CH:12]([CH2:14][O:15][C:16](=[O:17])[NH:18][C:19]([CH3:26])([CH3:27])[CH2:20]/[CH:21]=[CH:22]/[C:23](=[O:24])[N:91]([C@@H:79]([C:78](=[O:93])[N:77]([C@@H:69]([C:67](=[O:68])[N:66]([CH3:65])[CH3:95])[CH2:70][C:71]3[CH:72]=[CH:73][CH:74]=[CH:75][CH:76]=3)[CH3:94])[CH2:80][C:81]3[CH:90]=[CH:89][C:88]4[C:83](=[CH:84][CH:85]=[CH:86][CH:87]=4)[CH:82]=3)[CH3:92])[C:11]3[C:6](=[CH:7][CH:8]=[CH:9][CH:10]=3)[C:5]=2[CH:4]=[CH:3][CH:2]=1, predict the reactants needed to synthesize it. The reactants are: [CH:1]1[C:13]2[CH:12]([CH2:14][O:15][C:16]([NH:18][C:19]([CH3:27])([CH3:26])[CH2:20]/[CH:21]=[CH:22]/[C:23](O)=[O:24])=[O:17])[C:11]3[C:6](=[CH:7][CH:8]=[CH:9][CH:10]=3)[C:5]=2[CH:4]=[CH:3][CH:2]=1.ON1C2N=CC=CC=2N=N1.Cl.C(N=C=NCCCN(C)C)C.CN(C)C(=O)[C@H](NC)CC1C=CC=CC=1.[CH3:65][N:66]([CH3:95])[C:67]([C@H:69]([N:77]([CH3:94])[C:78](=[O:93])[CH:79]([NH:91][CH3:92])[CH2:80][C:81]1[CH:90]=[CH:89][C:88]2[C:83](=[CH:84][CH:85]=[CH:86][CH:87]=2)[CH:82]=1)[CH2:70][C:71]1[CH:76]=[CH:75][CH:74]=[CH:73][CH:72]=1)=[O:68].C(N(C(C)C)CC)(C)C.